This data is from Forward reaction prediction with 1.9M reactions from USPTO patents (1976-2016). The task is: Predict the product of the given reaction. (1) The product is: [Cl:37][C:23]1[C:24]([NH:26][C:27]2[CH:36]=[CH:35][CH:34]=[CH:33][C:28]=2[C:29]([NH:31][CH3:32])=[O:30])=[N:25][C:20]([NH:18][C:15]2[CH:16]=[CH:17][C:10]3[CH2:9][CH2:8][CH:7]([N:1]4[CH2:6][CH2:5][O:4][CH2:3][CH2:2]4)[CH2:13][CH2:12][C:11]=3[CH:14]=2)=[N:21][CH:22]=1. Given the reactants [N:1]1([CH:7]2[CH2:13][CH2:12][C:11]3[CH:14]=[C:15]([NH2:18])[CH:16]=[CH:17][C:10]=3[CH2:9][CH2:8]2)[CH2:6][CH2:5][O:4][CH2:3][CH2:2]1.Cl[C:20]1[N:25]=[C:24]([NH:26][C:27]2[CH:36]=[CH:35][CH:34]=[CH:33][C:28]=2[C:29]([NH:31][CH3:32])=[O:30])[C:23]([Cl:37])=[CH:22][N:21]=1.C(O)(C)C.Cl.O1CCOCC1, predict the reaction product. (2) Given the reactants C[O:2][CH2:3][C@H:4]([CH3:34])[O:5][C:6]1[CH:7]=[C:8]([CH:20]=[C:21]([C:23]2[NH:24][C:25]([C:28]3[O:29][C@@H:30]([CH3:33])[CH2:31][N:32]=3)=[CH:26][CH:27]=2)[CH:22]=1)[O:9][C:10]1[CH:11]=[CH:12][C:13]([S:16]([CH3:19])(=[O:18])=[O:17])=[N:14][CH:15]=1.B(Br)(Br)Br.[Cl-].[NH4+], predict the reaction product. The product is: [CH3:33][C@@H:30]1[O:29][C:28]([C:25]2[NH:24][C:23]([C:21]3[CH:22]=[C:6]([CH:7]=[C:8]([O:9][C:10]4[CH:15]=[N:14][C:13]([S:16]([CH3:19])(=[O:17])=[O:18])=[CH:12][CH:11]=4)[CH:20]=3)[O:5][C@@H:4]([CH3:34])[CH2:3][OH:2])=[CH:27][CH:26]=2)=[N:32][CH2:31]1. (3) Given the reactants Cl[C:2]1[CH:9]=[CH:8][C:5]([C:6]#[N:7])=[CH:4][CH:3]=1.[CH3:10][C:11]1[CH:16]=[CH:15][CH:14]=[CH:13][C:12]=1B(O)O.[F-].[K+], predict the reaction product. The product is: [C:6]([C:5]1[CH:8]=[CH:9][C:2]([C:12]2[CH:13]=[CH:14][CH:15]=[CH:16][C:11]=2[CH3:10])=[CH:3][CH:4]=1)#[N:7]. (4) Given the reactants [C:1]([NH:4][NH:5][C:6](=O)[C:7]1[CH:12]=[CH:11][C:10]([O:13][C:14]2[CH:19]=[C:18]([C:20]3[NH:21][C:22]([C:25]4[S:26][CH:27]=[CH:28][N:29]=4)=[CH:23][CH:24]=3)[CH:17]=[C:16]([O:30][C@@H:31]([CH3:35])[CH2:32][O:33][CH3:34])[CH:15]=2)=[C:9]([F:36])[CH:8]=1)(=O)[CH3:2].COC1C=CC(P2(=S)SP(=S)(C3C=CC(OC)=CC=3)[S:47]2)=CC=1.N1C=CC=CC=1, predict the reaction product. The product is: [F:36][C:9]1[CH:8]=[C:7]([C:6]2[S:47][C:1]([CH3:2])=[N:4][N:5]=2)[CH:12]=[CH:11][C:10]=1[O:13][C:14]1[CH:19]=[C:18]([C:20]2[NH:21][C:22]([C:25]3[S:26][CH:27]=[CH:28][N:29]=3)=[CH:23][CH:24]=2)[CH:17]=[C:16]([O:30][C@@H:31]([CH3:35])[CH2:32][O:33][CH3:34])[CH:15]=1. (5) Given the reactants [CH2:1]([O:3][C:4](=[O:14])[C:5]1[CH:10]=[C:9](Br)[CH:8]=[N:7][C:6]=1[NH:12][CH3:13])[CH3:2].[Cl-].[Li+].[CH:17]([Sn](CCCC)(CCCC)CCCC)=[CH2:18], predict the reaction product. The product is: [CH2:1]([O:3][C:4](=[O:14])[C:5]1[CH:10]=[C:9]([CH:17]=[CH2:18])[CH:8]=[N:7][C:6]=1[NH:12][CH3:13])[CH3:2]. (6) Given the reactants [C:1]([O:5][C:6]([N:8]1[CH:12]=[CH:11][CH:10]=[C:9]1[C:13]1[CH:14]=[CH:15][C:16]2[NH:22][C:21](=[O:23])[CH2:20][O:19][C:18]([CH3:30])([C:24]3[CH:29]=[CH:28][CH:27]=[CH:26][CH:25]=3)[C:17]=2[CH:31]=1)=[O:7])([CH3:4])([CH3:3])[CH3:2].ClS([N:36]=[C:37]=O)(=O)=O, predict the reaction product. The product is: [C:1]([O:5][C:6]([N:8]1[C:9]([C:13]2[CH:14]=[CH:15][C:16]3[NH:22][C:21](=[O:23])[CH2:20][O:19][C:18]([CH3:30])([C:24]4[CH:29]=[CH:28][CH:27]=[CH:26][CH:25]=4)[C:17]=3[CH:31]=2)=[CH:10][CH:11]=[C:12]1[C:37]#[N:36])=[O:7])([CH3:4])([CH3:2])[CH3:3].